Dataset: Full USPTO retrosynthesis dataset with 1.9M reactions from patents (1976-2016). Task: Predict the reactants needed to synthesize the given product. (1) Given the product [CH3:1][C:2]1[N:3]=[C:4]2[CH:9]=[CH:8][C:7]([CH:10]=[O:11])=[CH:6][N:5]2[C:12]=1[C:13]1[S:14][C:15]([C:24]2[NH:28][CH:27]=[N:26][N:25]=2)=[C:16]([C:18]2[CH:23]=[CH:22][CH:21]=[CH:20][CH:19]=2)[N:17]=1, predict the reactants needed to synthesize it. The reactants are: [CH3:1][C:2]1[N:3]=[C:4]2[CH:9]=[CH:8][C:7]([CH:10]=[O:11])=[CH:6][N:5]2[C:12]=1[C:13]1[S:14][C:15]([C:24]2[N:28]=[CH:27][N:26](C3CCCCO3)[N:25]=2)=[C:16]([C:18]2[CH:23]=[CH:22][CH:21]=[CH:20][CH:19]=2)[N:17]=1.FC(F)(F)C(O)=O.C(Cl)Cl.C(=O)([O-])[O-].[K+].[K+].CO. (2) Given the product [CH3:1][O:2][CH2:3][C:4]1[CH:12]=[CH:11][C:7]([C:8]([O:10][CH3:14])=[O:9])=[CH:6][CH:5]=1, predict the reactants needed to synthesize it. The reactants are: [CH3:1][O:2][CH2:3][C:4]1[CH:12]=[CH:11][C:7]([C:8]([OH:10])=[O:9])=[CH:6][CH:5]=1.O.[C:14](OCC)(=O)C. (3) Given the product [CH3:56][N:57]([CH3:64])[CH2:58][CH2:59][CH2:60][C:61]([NH:28][C@H:29]1[CH2:36][C@H:35]2[CH2:37][C@:31]([C:48]3[CH:53]=[CH:52][CH:51]=[C:50]([OH:54])[CH:49]=3)([C@H:32]([CH3:47])[CH2:33][N:34]2[CH2:38][CH2:39][CH2:40][C:41]2[CH:42]=[CH:43][CH:44]=[CH:45][CH:46]=2)[CH2:30]1)=[O:62], predict the reactants needed to synthesize it. The reactants are: CN([P+](ON1N=NC2C=CC=CC1=2)(N(C)C)N(C)C)C.F[P-](F)(F)(F)(F)F.[NH2:28][CH:29]1[CH2:36][CH:35]2[CH2:37][C:31]([C:48]3[CH:53]=[CH:52][CH:51]=[C:50]([OH:54])[CH:49]=3)([CH:32]([CH3:47])[CH2:33][N:34]2[CH2:38][CH2:39][CH2:40][C:41]2[CH:46]=[CH:45][CH:44]=[CH:43][CH:42]=2)[CH2:30]1.Cl.[CH3:56][N:57]([CH3:64])[CH2:58][CH2:59][CH2:60][C:61](O)=[O:62].C(N(CC)CC)C. (4) The reactants are: [CH3:1][C:2]1[CH:3]=[C:4]([O:14][C:15]2[CH:16]=[N:17][C:18]([S:21]([CH3:24])(=[O:23])=[O:22])=[CH:19][CH:20]=2)[CH:5]=[C:6]2[C:10]=1[NH:9][C:8]([C:11]([OH:13])=O)=[CH:7]2.N.O[N:27]1C2C=CC=CC=2N=N1.Cl.C(N=C=NCCCN(C)C)C. Given the product [CH3:1][C:2]1[CH:3]=[C:4]([O:14][C:15]2[CH:16]=[N:17][C:18]([S:21]([CH3:24])(=[O:22])=[O:23])=[CH:19][CH:20]=2)[CH:5]=[C:6]2[C:10]=1[NH:9][C:8]([C:11]([NH2:27])=[O:13])=[CH:7]2, predict the reactants needed to synthesize it. (5) The reactants are: [F:1][C:2]1[CH:3]=[C:4]([CH:8]=[CH:9][C:10]=1[N+:11]([O-:13])=[O:12])[C:5]([OH:7])=[O:6].[C:14](O)([CH3:17])([CH3:16])[CH3:15].Cl.C(N=C=NCCCN(C)C)C.C(=O)([O-])O.[Na+]. Given the product [F:1][C:2]1[CH:3]=[C:4]([CH:8]=[CH:9][C:10]=1[N+:11]([O-:13])=[O:12])[C:5]([O:7][C:14]([CH3:17])([CH3:16])[CH3:15])=[O:6], predict the reactants needed to synthesize it. (6) Given the product [CH2:12]1[C:13]2[C:18](=[CH:17][CH:16]=[CH:15][CH:14]=2)[CH2:19][CH2:20][N:11]1[CH2:10][CH:9]([OH:21])[CH2:8][NH:7][C:5](=[O:6])[C:4]1[CH:22]=[CH:23][CH:24]=[C:2]([NH:1][CH:31]([CH:28]2[CH2:29][CH2:30][O:25][CH2:26][CH2:27]2)[CH3:32])[CH:3]=1, predict the reactants needed to synthesize it. The reactants are: [NH2:1][C:2]1[CH:3]=[C:4]([CH:22]=[CH:23][CH:24]=1)[C:5]([NH:7][CH2:8][CH:9]([OH:21])[CH2:10][N:11]1[CH2:20][CH2:19][C:18]2[C:13](=[CH:14][CH:15]=[CH:16][CH:17]=2)[CH2:12]1)=[O:6].[O:25]1[CH2:30][CH2:29][CH:28]([C:31](=O)[CH3:32])[CH2:27][CH2:26]1.CC(O)=O.[BH3-]C#N.[Na+].